Dataset: Catalyst prediction with 721,799 reactions and 888 catalyst types from USPTO. Task: Predict which catalyst facilitates the given reaction. The catalyst class is: 2. Reactant: [CH2:1]([O:3][C:4]1[CH:10]=[CH:9][C:7]([NH2:8])=[C:6]([C:11]2[O:12][CH:13]=[CH:14][N:15]=2)[CH:5]=1)[CH3:2].Cl[C:17]([O:19][C:20]1[CH:25]=[CH:24][CH:23]=[CH:22][CH:21]=1)=[O:18].N1C=CC=CC=1. Product: [CH2:1]([O:3][C:4]1[CH:10]=[CH:9][C:7]([NH:8][C:17](=[O:18])[O:19][C:20]2[CH:25]=[CH:24][CH:23]=[CH:22][CH:21]=2)=[C:6]([C:11]2[O:12][CH:13]=[CH:14][N:15]=2)[CH:5]=1)[CH3:2].